This data is from Reaction yield outcomes from USPTO patents with 853,638 reactions. The task is: Predict the reaction yield, written as a fraction of the theoretical maximum amount of product (1.0 means a 100% yield; for example, 0.34 means a 34% yield). The reactants are [O:1]1[CH:5]=[CH:4][CH:3]=[C:2]1[C:6](Cl)=[O:7].[O:9]([CH:17]([CH:34]1[CH2:39][CH2:38][CH2:37][CH2:36][CH2:35]1)[CH2:18][CH2:19][N:20]1[CH2:25][CH2:24][CH:23]([NH:26][C:27]2[CH:32]=[CH:31][C:30]([CH3:33])=[CH:29][N:28]=2)[CH2:22][CH2:21]1)[Si:10]([C:13]([CH3:16])([CH3:15])[CH3:14])([CH3:12])[CH3:11].C(N(CC)CC)C. The catalyst is C(Cl)Cl. The product is [O:9]([CH:17]([CH:34]1[CH2:35][CH2:36][CH2:37][CH2:38][CH2:39]1)[CH2:18][CH2:19][N:20]1[CH2:25][CH2:24][CH:23]([N:26]([C:27]2[CH:32]=[CH:31][C:30]([CH3:33])=[CH:29][N:28]=2)[C:6]([C:2]2[O:1][CH:5]=[CH:4][CH:3]=2)=[O:7])[CH2:22][CH2:21]1)[Si:10]([C:13]([CH3:16])([CH3:14])[CH3:15])([CH3:11])[CH3:12]. The yield is 0.894.